This data is from Reaction yield outcomes from USPTO patents with 853,638 reactions. The task is: Predict the reaction yield, written as a fraction of the theoretical maximum amount of product (1.0 means a 100% yield; for example, 0.34 means a 34% yield). (1) The reactants are Cl[C:2]1[C:3]2[N:4]([CH:13]=[N:14][N:15]=2)[C:5]([C:8]2[S:9][CH:10]=[CH:11][CH:12]=2)=[CH:6][N:7]=1.[NH:16]1[CH2:19][CH:18]([NH:20][C:21](=[O:27])[O:22][C:23]([CH3:26])([CH3:25])[CH3:24])[CH2:17]1. The catalyst is C(O)C. The product is [S:9]1[CH:10]=[CH:11][CH:12]=[C:8]1[C:5]1[N:4]2[CH:13]=[N:14][N:15]=[C:3]2[C:2]([N:16]2[CH2:19][CH:18]([NH:20][C:21](=[O:27])[O:22][C:23]([CH3:25])([CH3:24])[CH3:26])[CH2:17]2)=[N:7][CH:6]=1. The yield is 0.330. (2) The reactants are [NH2:1][C:2]1[CH:12]=[CH:11][C:10]([C:13]2[CH:14]=[C:15]3[C:21]([C:22]4[CH:27]=[CH:26][CH:25]=[CH:24][C:23]=4[O:28][CH3:29])=[N:20][N:19]([CH2:30][O:31][CH2:32][CH2:33][Si:34]([CH3:37])([CH3:36])[CH3:35])[C:16]3=[N:17][CH:18]=2)=[CH:9][C:3]=1[C:4]([N:6]([CH3:8])[CH3:7])=[O:5].C(N(C(C)C)CC)(C)C.[Br:47][CH2:48][C:49](Cl)=[O:50]. The catalyst is ClCCl. The product is [Br:47][CH2:48][C:49]([NH:1][C:2]1[CH:12]=[CH:11][C:10]([C:13]2[CH:14]=[C:15]3[C:21]([C:22]4[CH:27]=[CH:26][CH:25]=[CH:24][C:23]=4[O:28][CH3:29])=[N:20][N:19]([CH2:30][O:31][CH2:32][CH2:33][Si:34]([CH3:37])([CH3:36])[CH3:35])[C:16]3=[N:17][CH:18]=2)=[CH:9][C:3]=1[C:4]([N:6]([CH3:8])[CH3:7])=[O:5])=[O:50]. The yield is 0.870. (3) The reactants are [CH2:1]([O:8][C:9]([N:11]1[CH2:15][C@H:14]([O:16][CH3:17])[CH2:13][C@@H:12]1[CH2:18][C:19]#N)=[O:10])[C:2]1[CH:7]=[CH:6][CH:5]=[CH:4][CH:3]=1.Br[CH2:22][C:23]([O:25][CH2:26][CH3:27])=[O:24].[OH2:28]. The catalyst is O1CCCC1.C(OCC)(=O)C.O1CCOCC1.Cl.[Zn].BrCC(OCC)=O. The product is [CH2:1]([O:8][C:9]([N:11]1[CH2:15][C@H:14]([O:16][CH3:17])[CH2:13][C@H:12]1[CH2:18][C:19](=[O:28])[CH2:22][C:23]([O:25][CH2:26][CH3:27])=[O:24])=[O:10])[C:2]1[CH:7]=[CH:6][CH:5]=[CH:4][CH:3]=1. The yield is 0.710. (4) The reactants are [Cl:1][C:2]1[C:3]([O:12][C:13]2[CH:18]=[C:17]([O:19][CH2:20][CH2:21][O:22][CH3:23])[CH:16]=[CH:15][C:14]=2[CH2:24][C:25]([CH3:30])([CH3:29])[C:26](O)=[O:27])=[N:4][CH:5]=[C:6]([C:8]([F:11])([F:10])[F:9])[CH:7]=1.[CH2:31]([S:36]([NH2:39])(=[O:38])=[O:37])[CH2:32][CH2:33][CH2:34][CH3:35].N12CCCN=C1CCCCC2.Cl. The catalyst is O1CCCC1.C(OCC)(=O)C. The product is [Cl:1][C:2]1[C:3]([O:12][C:13]2[CH:18]=[C:17]([O:19][CH2:20][CH2:21][O:22][CH3:23])[CH:16]=[CH:15][C:14]=2[CH2:24][C:25]([CH3:30])([CH3:29])[C:26]([NH:39][S:36]([CH2:31][CH2:32][CH2:33][CH2:34][CH3:35])(=[O:38])=[O:37])=[O:27])=[N:4][CH:5]=[C:6]([C:8]([F:9])([F:11])[F:10])[CH:7]=1. The yield is 0.960. (5) The reactants are [Br:1][C:2]1[C:3]([NH:10][C:11]2[CH2:12][N:13]([CH:17]([CH3:19])[CH3:18])[C:14](=[O:16])[CH:15]=2)=[C:4]([CH:7]=[CH:8][CH:9]=1)[C:5]#[N:6].CC(C)([O-])C.[Na+]. The catalyst is CC(O)(C)C. The product is [NH2:6][C:5]1[C:4]2[CH:7]=[CH:8][CH:9]=[C:2]([Br:1])[C:3]=2[N:10]=[C:11]2[CH2:12][N:13]([CH:17]([CH3:19])[CH3:18])[C:14](=[O:16])[C:15]=12. The yield is 0.860. (6) The reactants are [CH3:1][O:2][C:3]1[CH:8]=[CH:7][C:6]([CH2:9][N:10]2[C:15](=[O:16])[CH:14]=[C:13]([CH2:17][CH2:18][C:19](OCCCC)=[O:20])[C:12](=[O:26])[NH:11]2)=[CH:5][CH:4]=1.[H-].[Al+3].[Li+].[H-].[H-].[H-].Cl. The catalyst is C1COCC1. The product is [OH:20][CH2:19][CH2:18][CH2:17][C:13]1[C:12](=[O:26])[NH:11][N:10]([CH2:9][C:6]2[CH:5]=[CH:4][C:3]([O:2][CH3:1])=[CH:8][CH:7]=2)[C:15](=[O:16])[CH:14]=1. The yield is 0.700.